This data is from Reaction yield outcomes from USPTO patents with 853,638 reactions. The task is: Predict the reaction yield, written as a fraction of the theoretical maximum amount of product (1.0 means a 100% yield; for example, 0.34 means a 34% yield). (1) The reactants are [CH2:1]([O:8][C:9]1[C:14]([C:15]2[CH:20]=[CH:19][C:18]([CH3:21])=[CH:17][CH:16]=2)=[CH:13][C:12]([CH:22]=[O:23])=[CH:11][C:10]=1[C:24]([CH3:27])([CH3:26])[CH3:25])[C:2]1[CH:7]=[CH:6][CH:5]=[CH:4][CH:3]=1.[C:28]([Mg]Br)#[CH:29].[Cl-].[NH4+]. The catalyst is C1COCC1. The product is [CH2:1]([O:8][C:9]1[C:14]([C:15]2[CH:16]=[CH:17][C:18]([CH3:21])=[CH:19][CH:20]=2)=[CH:13][C:12]([CH:22]([OH:23])[C:28]#[CH:29])=[CH:11][C:10]=1[C:24]([CH3:27])([CH3:26])[CH3:25])[C:2]1[CH:7]=[CH:6][CH:5]=[CH:4][CH:3]=1. The yield is 0.890. (2) The reactants are CC1(C)[O:7][C:6](=[O:8])[CH2:5][C:4](=[O:9])O1.[CH:11]([NH:14][C:15]1[CH:22]=[CH:21][CH:20]=[CH:19][C:16]=1[CH:17]=O)([CH3:13])[CH3:12].C(O)(=O)C.C(N)CN. The catalyst is CO. The product is [CH:11]([N:14]1[C:15]2[C:16](=[CH:19][CH:20]=[CH:21][CH:22]=2)[CH:17]=[C:5]([C:6]([OH:7])=[O:8])[C:4]1=[O:9])([CH3:13])[CH3:12]. The yield is 0.980. (3) The reactants are [NH:1]1[CH:5]=[C:4]([C:6]([OH:8])=O)[N:3]=[CH:2]1.O.ON1C2C=CC=CC=2N=N1.[CH2:20]1[C:28]2[C:23](=[CH:24][CH:25]=[CH:26][CH:27]=2)[CH2:22][CH:21]1[NH:29][C:30]1[N:31]=[CH:32][C:33]2[CH2:39][NH:38][CH2:37][CH2:36][C:34]=2[N:35]=1.C(N(CC)CC)C.Cl.CN(C)CCCN=C=NCC. The catalyst is CN(C)C=O. The product is [NH:1]1[CH:5]=[C:4]([C:6]([N:38]2[CH2:37][CH2:36][C:34]3[N:35]=[C:30]([NH:29][CH:21]4[CH2:20][C:28]5[C:23](=[CH:24][CH:25]=[CH:26][CH:27]=5)[CH2:22]4)[N:31]=[CH:32][C:33]=3[CH2:39]2)=[O:8])[N:3]=[CH:2]1. The yield is 0.490. (4) The reactants are [CH:1]1[N:5]=[CH:4][N:3]([CH2:6][C:7]([P:13]([OH:16])([OH:15])=[O:14])([P:9]([OH:12])([OH:11])=[O:10])[OH:8])[CH:2]=1.[OH-].[Na+:18].O. The catalyst is C(O)C. The product is [CH:1]1[N:5]=[CH:4][N:3]([CH2:6][C:7]([P:9]([O-:12])([O-:11])=[O:10])([P:13]([O-:15])([OH:16])=[O:14])[OH:8])[CH:2]=1.[Na+:18].[Na+:18].[Na+:18]. The yield is 0.860. (5) The reactants are C(OC([NH:11][C@H:12]([C:14]1[CH:26]=[CH:25][C:17]([C:18]([O:20][C:21]([CH3:24])([CH3:23])[CH3:22])=[O:19])=[CH:16][CH:15]=1)[CH3:13])=O)C1C=CC=CC=1. The catalyst is C(O)C.C(O)(=O)C.[C].[Pd]. The product is [NH2:11][C@H:12]([C:14]1[CH:26]=[CH:25][C:17]([C:18]([O:20][C:21]([CH3:23])([CH3:22])[CH3:24])=[O:19])=[CH:16][CH:15]=1)[CH3:13]. The yield is 0.930. (6) The reactants are [CH2:1]([NH2:4])[CH2:2][CH3:3].C([O-])(=O)C.[Na+].Br[C:11]1[C:12]([NH:14][C:15](=[O:17])[CH:16]=1)=[O:13]. The catalyst is CO. The product is [CH2:1]([NH:4][C:11]1[C:12]([NH:14][C:15](=[O:17])[CH:16]=1)=[O:13])[CH2:2][CH3:3]. The yield is 0.490. (7) The reactants are I[C:2]1[CH:19]=[CH:18][C:5]([CH2:6][N:7]2[CH2:11][C:10]3([CH2:16][CH2:15][CH2:14][CH2:13][CH2:12]3)[O:9][C:8]2=[O:17])=[CH:4][CH:3]=1.[CH2:20]([N:27]1[CH2:32][CH2:31][O:30][CH:29](B(O)O)[CH2:28]1)[C:21]1[CH:26]=[CH:25][CH:24]=[CH:23][CH:22]=1.C(=O)([O-])[O-].[Na+].[Na+]. The catalyst is COCCOC.ClCCl.C1C=CC([P]([Pd]([P](C2C=CC=CC=2)(C2C=CC=CC=2)C2C=CC=CC=2)([P](C2C=CC=CC=2)(C2C=CC=CC=2)C2C=CC=CC=2)[P](C2C=CC=CC=2)(C2C=CC=CC=2)C2C=CC=CC=2)(C2C=CC=CC=2)C2C=CC=CC=2)=CC=1. The product is [N:27]1([CH2:20][C:21]2[CH:22]=[CH:23][CH:24]=[CH:25][C:26]=2[C:2]2[CH:19]=[CH:18][C:5]([CH2:6][N:7]3[CH2:11][C:10]4([CH2:16][CH2:15][CH2:14][CH2:13][CH2:12]4)[O:9][C:8]3=[O:17])=[CH:4][CH:3]=2)[CH2:28][CH2:29][O:30][CH2:31][CH2:32]1. The yield is 0.830.